Dataset: Reaction yield outcomes from USPTO patents with 853,638 reactions. Task: Predict the reaction yield, written as a fraction of the theoretical maximum amount of product (1.0 means a 100% yield; for example, 0.34 means a 34% yield). The reactants are [Li][CH2:2][CH2:3][CH2:4][CH3:5].O=C1CC[N:10]([C:13]([O:15][C:16]([CH3:19])([CH3:18])[CH3:17])=[O:14])[CH2:9][CH2:8]1. The catalyst is [Br-].C[P+](C1C=CC=CC=1)(C1C=CC=CC=1)C1C=CC=CC=1.C1COCC1. The product is [CH2:5]=[C:4]1[CH2:8][CH2:9][N:10]([C:13]([O:15][C:16]([CH3:19])([CH3:18])[CH3:17])=[O:14])[CH2:2][CH2:3]1. The yield is 0.610.